From a dataset of Reaction yield outcomes from USPTO patents with 853,638 reactions. Predict the reaction yield, written as a fraction of the theoretical maximum amount of product (1.0 means a 100% yield; for example, 0.34 means a 34% yield). (1) The reactants are [C:1]([O:5][C:6]([N:8]1[C@H:12]([CH:13]([F:16])[CH:14]=[CH2:15])[CH2:11][O:10][C:9]1([CH3:18])[CH3:17])=[O:7])([CH3:4])([CH3:3])[CH3:2].[CH2:19]=[CH:20][CH2:21][CH2:22][CH2:23][CH2:24][CH2:25][CH2:26][CH2:27][CH2:28][CH2:29][CH2:30][CH2:31]CC.CCOCC.CCCCCC. The catalyst is C(Cl)Cl.Cl[Ru](=C1N(C2C(C)=CC(C)=CC=2C)CCN1C1C(C)=CC(C)=CC=1C)(Cl)(=CC1C=CC=CC=1)[P](C1CCCCC1)(C1CCCCC1)C1CCCCC1. The product is [C:1]([O:5][C:6]([N:8]1[C@H:12]([CH:13]([F:16])[CH:14]=[CH:15][CH2:31][CH2:30][CH2:29][CH2:28][CH2:27][CH2:26][CH2:25][CH2:24][CH2:23][CH2:22][CH2:21][CH2:20][CH3:19])[CH2:11][O:10][C:9]1([CH3:18])[CH3:17])=[O:7])([CH3:4])([CH3:3])[CH3:2]. The yield is 1.00. (2) The reactants are [Cl:1][C:2]1[CH:3]=[CH:4][N:5]2[C:10]=1[C:9](=[O:11])[N:8]([C:12]1[CH:17]=[CH:16][CH:15]=[C:14]([F:18])[CH:13]=1)[C:7]([C@@H:19]1[CH2:23][C@@H:22](OS(C3C=CC(C)=CC=3)(=O)=O)[CH2:21][N:20]1[C:35]([O:37][C:38]([CH3:41])([CH3:40])[CH3:39])=[O:36])=[N:6]2.[C-:42]#[N:43].[Na+].O. The catalyst is CS(C)=O. The product is [Cl:1][C:2]1[CH:3]=[CH:4][N:5]2[C:10]=1[C:9](=[O:11])[N:8]([C:12]1[CH:17]=[CH:16][CH:15]=[C:14]([F:18])[CH:13]=1)[C:7]([C@@H:19]1[CH2:23][C@H:22]([C:42]#[N:43])[CH2:21][N:20]1[C:35]([O:37][C:38]([CH3:39])([CH3:41])[CH3:40])=[O:36])=[N:6]2. The yield is 0.560. (3) The reactants are [F:1][C:2]([F:6])([F:5])[CH2:3]I.[C:7](=[O:10])([O-])[O-:8].[Cs+].[Cs+].[OH:13][C:14]1[CH:19]=[CH:18][C:17]([C:20]2[C:25](=[O:26])[N:24]([CH2:27][C:28]3[CH:33]=[CH:32][C:31]([C:34]4[C:35]([C:40]#[N:41])=[CH:36][CH:37]=[CH:38][CH:39]=4)=[CH:30][CH:29]=3)[C:23]([CH2:42][CH2:43][CH3:44])=[N:22][C:21]=2[CH3:45])=[CH:16][CH:15]=1.C[N:47](C)C=O. The catalyst is C(OCC)(=O)C. The product is [CH3:45][C:21]1[N:22]=[C:23]([CH2:42][CH2:43][CH3:44])[N:24]([CH2:27][C:28]2[CH:33]=[CH:32][C:31]([C:34]3[CH:39]=[CH:38][CH:37]=[CH:36][C:35]=3[C:40]3[NH:47][C:7](=[O:10])[O:8][N:41]=3)=[CH:30][CH:29]=2)[C:25](=[O:26])[C:20]=1[C:17]1[CH:16]=[CH:15][C:14]([O:13][CH2:3][C:2]([F:6])([F:5])[F:1])=[CH:19][CH:18]=1. The yield is 0.620. (4) The reactants are [CH2:1]([C:4]1[C:13]([O:14][CH2:15][C:16]2[CH:21]=[CH:20][CH:19]=[CH:18][CH:17]=2)=[CH:12][C:7]([C:8]([O:10][CH3:11])=[O:9])=[CH:6][C:5]=1[C:22]([O:24][CH3:25])=[O:23])[CH:2]=C.[O:26]=[O+][O-]. The catalyst is C(Cl)Cl.CO. The product is [CH2:15]([O:14][C:13]1[C:4]([CH2:1][CH:2]=[O:26])=[C:5]([C:22]([O:24][CH3:25])=[O:23])[CH:6]=[C:7]([CH:12]=1)[C:8]([O:10][CH3:11])=[O:9])[C:16]1[CH:21]=[CH:20][CH:19]=[CH:18][CH:17]=1. The yield is 0.980. (5) The reactants are C(OC([N:8]1[CH2:12][CH:11]([OH:13])[CH:10]([O:14][C:15]2[CH:20]=[CH:19][C:18]([Br:21])=[CH:17][C:16]=2[O:22][CH3:23])[CH2:9]1)=O)(C)(C)C.FC(F)(F)C(O)=O. The catalyst is ClCCl. The product is [Br:21][C:18]1[CH:19]=[CH:20][C:15]([O:14][C@@H:10]2[CH2:9][NH:8][CH2:12][C@H:11]2[OH:13])=[C:16]([O:22][CH3:23])[CH:17]=1. The yield is 0.930. (6) The reactants are [CH2:1]([N:8]1[CH2:12][CH:11]([C:13]2[CH:18]=[CH:17][CH:16]=[CH:15][CH:14]=2)[CH:10]([N+:19]([O-])=O)[CH2:9]1)[C:2]1[CH:7]=[CH:6][CH:5]=[CH:4][CH:3]=1.O.O.Cl[Sn]Cl.C([O-])(O)=O.[Na+]. The catalyst is CCOC(C)=O. The product is [CH2:1]([N:8]1[CH2:12][CH:11]([C:13]2[CH:14]=[CH:15][CH:16]=[CH:17][CH:18]=2)[CH:10]([NH2:19])[CH2:9]1)[C:2]1[CH:3]=[CH:4][CH:5]=[CH:6][CH:7]=1. The yield is 0.800.